From a dataset of PAMPA (Parallel Artificial Membrane Permeability Assay) permeability data from NCATS. Regression/Classification. Given a drug SMILES string, predict its absorption, distribution, metabolism, or excretion properties. Task type varies by dataset: regression for continuous measurements (e.g., permeability, clearance, half-life) or binary classification for categorical outcomes (e.g., BBB penetration, CYP inhibition). Dataset: pampa_ncats. The drug is C1CCC(CC1)NC(=O)N2CC3=C(C[C@H]2C4=NC(=NO4)C5=CC(=CC=C5)[N+](=O)[O-])N=CN3. The result is 1 (high permeability).